Predict the reactants needed to synthesize the given product. From a dataset of Full USPTO retrosynthesis dataset with 1.9M reactions from patents (1976-2016). (1) The reactants are: [Br:1][C:2]1[S:6][C:5]2=[N:7][C:8]([C:10]([NH:12][C:13]3[C:18]([OH:19])=[CH:17][C:16]([O:20][CH3:21])=[CH:15][C:14]=3[OH:22])=O)=[CH:9][N:4]2[N:3]=1.C(O)(C(F)(F)F)=O. Given the product [Br:1][C:2]1[S:6][C:5]2=[N:7][C:8]([C:10]3[O:22][C:14]4[C:13](=[C:18]([OH:19])[CH:17]=[C:16]([O:20][CH3:21])[CH:15]=4)[N:12]=3)=[CH:9][N:4]2[N:3]=1, predict the reactants needed to synthesize it. (2) Given the product [CH:15]1([CH2:14][CH:13]([C:20]2[CH:21]=[CH:22][C:23]([O:26][C:27]3[CH:32]=[CH:31][CH:30]=[CH:29][CH:28]=3)=[CH:24][CH:25]=2)[C:12]([NH:11][C:8]2[S:9][CH:10]=[C:6]([C:4]([OH:5])=[O:3])[N:7]=2)=[O:33])[CH2:19][CH2:18][CH2:17][CH2:16]1, predict the reactants needed to synthesize it. The reactants are: C([O:3][C:4]([C:6]1[N:7]=[C:8]([NH:11][C:12](=[O:33])[CH:13]([C:20]2[CH:25]=[CH:24][C:23]([O:26][C:27]3[CH:32]=[CH:31][CH:30]=[CH:29][CH:28]=3)=[CH:22][CH:21]=2)[CH2:14][CH:15]2[CH2:19][CH2:18][CH2:17][CH2:16]2)[S:9][CH:10]=1)=[O:5])C.[OH-].[K+]. (3) Given the product [Cl:40][CH2:27][C:22]1[CH:23]=[C:24]2[C:19](=[CH:20][CH:21]=1)[CH:18]=[C:17]([C:15]1[O:16][C:12]([CH2:11][S:10][CH2:9][CH2:8][O:1][C:2]3[CH:7]=[CH:6][CH:5]=[CH:4][CH:3]=3)=[N:13][N:14]=1)[CH:26]=[CH:25]2.[O:1]([CH2:8][CH2:9][S:10][CH2:11][C:12]1[O:16][C:15]([C:17]2[CH:18]=[C:19]3[C:24](=[CH:25][CH:26]=2)[CH:23]=[C:22]([CH2:27][O:28][S:37]([CH3:36])(=[O:39])=[O:38])[CH:21]=[CH:20]3)=[N:14][N:13]=1)[C:2]1[CH:7]=[CH:6][CH:5]=[CH:4][CH:3]=1, predict the reactants needed to synthesize it. The reactants are: [O:1]([CH2:8][CH2:9][S:10][CH2:11][C:12]1[O:16][C:15]([C:17]2[CH:18]=[C:19]3[C:24](=[CH:25][CH:26]=2)[CH:23]=[C:22]([CH2:27][OH:28])[CH:21]=[CH:20]3)=[N:14][N:13]=1)[C:2]1[CH:7]=[CH:6][CH:5]=[CH:4][CH:3]=1.C(N(CC)CC)C.[CH3:36][S:37]([Cl:40])(=[O:39])=[O:38]. (4) Given the product [C:11]([O:15][C:16]([N:18]1[CH2:23][CH2:22][N:21]([C:6](=[O:7])[C:5]2[CH:9]=[CH:10][C:2]([I:1])=[CH:3][CH:4]=2)[CH2:20][CH2:19]1)=[O:17])([CH3:14])([CH3:12])[CH3:13], predict the reactants needed to synthesize it. The reactants are: [I:1][C:2]1[CH:10]=[CH:9][C:5]([C:6](Cl)=[O:7])=[CH:4][CH:3]=1.[C:11]([O:15][C:16]([N:18]1[CH2:23][CH2:22][NH:21][CH2:20][CH2:19]1)=[O:17])([CH3:14])([CH3:13])[CH3:12].[OH-].[Na+].O. (5) Given the product [F:10][C:6]1[CH:5]=[C:4]([S:11]([N:14]=[CH:15][N:16]([CH3:18])[CH3:17])(=[O:12])=[O:13])[CH:3]=[C:2]([F:1])[C:7]=1[CH2:8][OH:9], predict the reactants needed to synthesize it. The reactants are: [F:1][C:2]1[CH:3]=[C:4]([S:11]([N:14]=[CH:15][N:16]([CH3:18])[CH3:17])(=[O:13])=[O:12])[CH:5]=[C:6]([F:10])[C:7]=1[CH:8]=[O:9].[BH4-].[Na+]. (6) Given the product [C:42]([CH2:44][C:45]([N:25]1[CH2:26][CH2:27][CH:22]([C:19]2[CH:18]=[CH:17][C:16]([NH:15][C:8]3[CH:7]=[C:6]([NH:5][CH2:4][C:3]4[CH:28]=[CH:29][CH:30]=[CH:31][C:2]=4[F:1])[C:11]([C:12]([NH2:14])=[O:13])=[CH:10][N:9]=3)=[CH:21][CH:20]=2)[CH2:23][CH2:24]1)=[O:46])#[N:43].[ClH:32], predict the reactants needed to synthesize it. The reactants are: [F:1][C:2]1[CH:31]=[CH:30][CH:29]=[CH:28][C:3]=1[CH2:4][NH:5][C:6]1[C:11]([C:12]([NH2:14])=[O:13])=[CH:10][N:9]=[C:8]([NH:15][C:16]2[CH:21]=[CH:20][C:19]([CH:22]3[CH2:27][CH2:26][NH:25][CH2:24][CH2:23]3)=[CH:18][CH:17]=2)[CH:7]=1.[ClH:32].CCN(C(C)C)C(C)C.[C:42]([CH2:44][C:45](O)=[O:46])#[N:43].F[P-](F)(F)(F)(F)F.N1(O[P+](N(C)C)(N(C)C)N(C)C)C2C=CC=CC=2N=N1. (7) Given the product [F:1][C@H:2]1[C@H:8]([O:9][S:26]([C:23]2[CH:22]=[CH:21][C:20]([N+:17]([O-:19])=[O:18])=[CH:25][CH:24]=2)(=[O:27])=[O:28])[CH2:7][CH2:6][N:5]([C:10]([O:12][C:13]([CH3:16])([CH3:15])[CH3:14])=[O:11])[CH2:4][CH2:3]1, predict the reactants needed to synthesize it. The reactants are: [F:1][C@H:2]1[C@H:8]([OH:9])[CH2:7][CH2:6][N:5]([C:10]([O:12][C:13]([CH3:16])([CH3:15])[CH3:14])=[O:11])[CH2:4][CH2:3]1.[N+:17]([C:20]1[CH:25]=[CH:24][C:23]([S:26](Cl)(=[O:28])=[O:27])=[CH:22][CH:21]=1)([O-:19])=[O:18].CCN(CC)CC. (8) Given the product [F:17][C:2]1([F:1])[CH2:10][C@@H:9]2[C@@H:5]([C@@H:6]([CH3:12])[O:7][C:8]2=[O:11])[C@@H:4]([CH2:13][OH:14])[C@@H:3]1[CH3:16], predict the reactants needed to synthesize it. The reactants are: [F:1][C:2]1([F:17])[CH2:10][C@@H:9]2[C@@H:5]([C@@H:6]([CH3:12])[O:7][C:8]2=[O:11])[C@@H:4]([C:13](O)=[O:14])[C@@H:3]1[CH3:16].C(Cl)(C(Cl)=O)=O.CN(C=O)C. (9) The reactants are: [NH2:1][C:2]1[CH:7]=[CH:6][C:5]([S:8]([CH:11]([CH2:16][CH2:17][N:18]2[C:23](=[O:24])[C:22]3[CH:25]=[CH:26][CH:27]=[CH:28][C:21]=3[N:20]=[N:19]2)[C:12]([O:14][CH3:15])=[O:13])(=[O:10])=[O:9])=[CH:4][CH:3]=1.C(N(CC)CC)C.[F:36][C:37]1[CH:38]=[C:39]([CH:43]=[CH:44][CH:45]=1)[C:40](Cl)=[O:41]. Given the product [F:36][C:37]1[CH:38]=[C:39]([C:40]([NH:1][C:2]2[CH:3]=[CH:4][C:5]([S:8]([CH:11]([CH2:16][CH2:17][N:18]3[C:23](=[O:24])[C:22]4[CH:25]=[CH:26][CH:27]=[CH:28][C:21]=4[N:20]=[N:19]3)[C:12]([O:14][CH3:15])=[O:13])(=[O:10])=[O:9])=[CH:6][CH:7]=2)=[O:41])[CH:43]=[CH:44][CH:45]=1, predict the reactants needed to synthesize it. (10) Given the product [CH2:1]([N:8]1[CH2:17][CH:16]([CH2:18][O:19][Si:20]([C:23]([CH3:25])([CH3:24])[CH3:26])([CH3:22])[CH3:21])[CH2:15][C:14]2[N:13]=[CH:12][C:11]([NH2:27])=[CH:10][C:9]1=2)[C:2]1[CH:7]=[CH:6][CH:5]=[CH:4][CH:3]=1, predict the reactants needed to synthesize it. The reactants are: [CH2:1]([N:8]1[CH2:17][CH:16]([CH2:18][O:19][Si:20]([C:23]([CH3:26])([CH3:25])[CH3:24])([CH3:22])[CH3:21])[CH2:15][C:14]2[N:13]=[CH:12][C:11]([N:27]=C(C3C=CC=CC=3)C3C=CC=CC=3)=[CH:10][C:9]1=2)[C:2]1[CH:7]=[CH:6][CH:5]=[CH:4][CH:3]=1.C([O-])=O.[NH4+].